Dataset: Forward reaction prediction with 1.9M reactions from USPTO patents (1976-2016). Task: Predict the product of the given reaction. Given the reactants [C:1]([C:4]1[C:9]([O:10]COC)=[CH:8][CH:7]=[C:6]([C:14]([CH3:16])=[CH2:15])[N:5]=1)([CH3:3])=[CH2:2].Cl, predict the reaction product. The product is: [C:1]([C:4]1[C:9]([OH:10])=[CH:8][CH:7]=[C:6]([C:14]([CH3:16])=[CH2:15])[N:5]=1)([CH3:3])=[CH2:2].